From a dataset of Catalyst prediction with 721,799 reactions and 888 catalyst types from USPTO. Predict which catalyst facilitates the given reaction. (1) Reactant: [N+:1]([C:4]1[CH:5]=[C:6]2[C:11](=[CH:12][CH:13]=1)[NH:10][C:9](=[O:14])[CH2:8][CH2:7]2)([O-:3])=[O:2].C([O-])([O-])=O.[Cs+].[Cs+].Br[CH2:22][C:23]([O:25][CH2:26][CH3:27])=[O:24]. Product: [N+:1]([C:4]1[CH:5]=[C:6]2[C:11](=[CH:12][CH:13]=1)[N:10]([CH2:22][C:23]([O:25][CH2:26][CH3:27])=[O:24])[C:9](=[O:14])[CH2:8][CH2:7]2)([O-:3])=[O:2]. The catalyst class is: 303. (2) Reactant: Br[C:2]1[CH:11]=[C:10]2[C:5]([CH:6]([C:13]3[CH:18]=[CH:17][C:16]([Cl:19])=[C:15]([Cl:20])[CH:14]=3)[CH2:7][N:8]([CH3:12])[CH2:9]2)=[CH:4][CH:3]=1.BrCC(C1C=CC(Cl)=C(Cl)C=1)=O.BrC1C=C(CNC)C=CC=1.[N:43]1[CH:48]=[CH:47][CH:46]=[CH:45][C:44]=1[OH:49].CNCCNC.P([O-])([O-])([O-])=O.[K+].[K+].[K+]. Product: [Cl:20][C:15]1[CH:14]=[C:13]([CH:6]2[C:5]3[C:10](=[CH:11][C:2]([N:43]4[CH:48]=[CH:47][CH:46]=[CH:45][C:44]4=[O:49])=[CH:3][CH:4]=3)[CH2:9][N:8]([CH3:12])[CH2:7]2)[CH:18]=[CH:17][C:16]=1[Cl:19]. The catalyst class is: 185.